From a dataset of TCR-epitope binding with 47,182 pairs between 192 epitopes and 23,139 TCRs. Binary Classification. Given a T-cell receptor sequence (or CDR3 region) and an epitope sequence, predict whether binding occurs between them. (1) The epitope is CLGGLLTMV. The TCR CDR3 sequence is CSVEFVSSGNTIYF. Result: 1 (the TCR binds to the epitope). (2) The epitope is RLRAEAQVK. The TCR CDR3 sequence is CASSLYGEQYF. Result: 0 (the TCR does not bind to the epitope). (3) The epitope is TPRVTGGGAM. The TCR CDR3 sequence is CASSPGTFWNYGYTF. Result: 0 (the TCR does not bind to the epitope). (4) The epitope is IYSKHTPINL. The TCR CDR3 sequence is CASNLGQGATDTQYF. Result: 0 (the TCR does not bind to the epitope).